From a dataset of Catalyst prediction with 721,799 reactions and 888 catalyst types from USPTO. Predict which catalyst facilitates the given reaction. (1) Reactant: [OH:1][C@@H:2]1[CH2:6][CH2:5][N:4]([C:7]2[N:15]=[CH:14][C:13]([C:16](=[O:29])[NH:17][C:18]3[CH:23]=[CH:22][C:21]([O:24][C:25]([F:28])([F:27])[F:26])=[CH:20][CH:19]=3)=[CH:12][C:8]=2[C:9]([OH:11])=O)[CH2:3]1.F[P-](F)(F)(F)(F)F.[N:37]1(OC(N(C)C)=[N+](C)C)[C:41]2N=CC=[CH:45][C:40]=2N=N1.CCN(C(C)C)C(C)C.C(N)C#C. Product: [OH:1][C@@H:2]1[CH2:6][CH2:5][N:4]([C:7]2[C:8]([C:9]([NH:37][CH2:41][C:40]#[CH:45])=[O:11])=[CH:12][C:13]([C:16]([NH:17][C:18]3[CH:23]=[CH:22][C:21]([O:24][C:25]([F:28])([F:27])[F:26])=[CH:20][CH:19]=3)=[O:29])=[CH:14][N:15]=2)[CH2:3]1. The catalyst class is: 31. (2) Reactant: [H-].[Al+3].[Li+].[H-].[H-].[H-].[CH3:7][N:8]([CH3:37])[C:9](=O)[CH2:10][CH2:11][C@H:12]([C@@H:14]1[C@:31]2([CH3:32])[C:17]([C:18]3[CH2:19][CH2:20][C@@H:21]4[C@:26]([C:28]=3[CH2:29][CH2:30]2)([CH3:27])[CH2:25][CH2:24][C@H:23]([OH:33])[C:22]4([CH3:35])[CH3:34])=[CH:16][CH2:15]1)[CH3:13]. Product: [CH3:35][C:22]1([CH3:34])[C@@H:23]([OH:33])[CH2:24][CH2:25][C@@:26]2([CH3:27])[C@H:21]1[CH2:20][CH2:19][C:18]1[C:17]3[C@:31]([CH3:32])([CH2:30][CH2:29][C:28]=12)[C@@H:14]([C@H:12]([CH3:13])[CH2:11][CH2:10][CH2:9][N:8]([CH3:37])[CH3:7])[CH2:15][CH:16]=3. The catalyst class is: 1. (3) Reactant: [CH3:1][NH:2][C:3]([C:5]1[C:9]2[CH:10]=[C:11](B3OC(C)(C)C(C)(C)O3)[C:12]([N:14]([CH3:19])[S:15]([CH3:18])(=[O:17])=[O:16])=[CH:13][C:8]=2[O:7][C:6]=1[N:29]1[CH:34]=[CH:33][CH:32]=[CH:31][C:30]1=[O:35])=[O:4].Cl[C:37]1[CH:38]=[CH:39][C:40]2[N:41]=[CH:42][N:43]3[C:51]4[CH:50]=[CH:49][CH:48]=[C:47]([F:52])[C:46]=4[CH:45]=[C:44]3[C:53]=2[N:54]=1.C([O-])([O-])=O.[K+].[K+]. Product: [F:52][C:47]1[C:46]2[CH:45]=[C:44]3[C:53]4[N:54]=[C:37]([C:11]5[C:12]([N:14]([CH3:19])[S:15]([CH3:18])(=[O:17])=[O:16])=[CH:13][C:8]6[O:7][C:6]([N:29]7[CH:34]=[CH:33][CH:32]=[CH:31][C:30]7=[O:35])=[C:5]([C:3]([NH:2][CH3:1])=[O:4])[C:9]=6[CH:10]=5)[CH:38]=[CH:39][C:40]=4[N:41]=[CH:42][N:43]3[C:51]=2[CH:50]=[CH:49][CH:48]=1. The catalyst class is: 12. (4) Reactant: [Li]CCCC.[CH3:6][Si:7]([CH3:14])([CH3:13])[C:8]1[S:9][CH:10]=[CH:11][N:12]=1.[CH2:15]([Sn:19](Cl)([CH2:24][CH2:25][CH2:26][CH3:27])[CH2:20][CH2:21][CH2:22][CH3:23])[CH2:16][CH2:17][CH3:18]. Product: [CH2:24]([Sn:19]([CH2:15][CH2:16][CH2:17][CH3:18])([CH2:20][CH2:21][CH2:22][CH3:23])[C:10]1[S:9][C:8]([Si:7]([CH3:14])([CH3:13])[CH3:6])=[N:12][CH:11]=1)[CH2:25][CH2:26][CH3:27]. The catalyst class is: 28.